From a dataset of Catalyst prediction with 721,799 reactions and 888 catalyst types from USPTO. Predict which catalyst facilitates the given reaction. (1) Reactant: CS([O:5][CH2:6][CH:7]1[CH2:12][CH2:11][N:10]([C:13]([O:15][C:16]([CH3:19])([CH3:18])[CH3:17])=[O:14])[CH2:9][CH2:8]1)(=O)=O.C([O-])([O-])=O.[K+].[K+].[F:26][C:27]1[CH:32]=[C:31]([Br:33])[CH:30]=[CH:29][C:28]=1O. Product: [Br:33][C:31]1[CH:30]=[CH:29][C:28]([O:5][CH2:6][CH:7]2[CH2:12][CH2:11][N:10]([C:13]([O:15][C:16]([CH3:19])([CH3:18])[CH3:17])=[O:14])[CH2:9][CH2:8]2)=[C:27]([F:26])[CH:32]=1. The catalyst class is: 3. (2) Reactant: [C:1]([C:3]1[CH:4]=[C:5]([OH:9])[CH:6]=[CH:7][CH:8]=1)#[CH:2].Cl[CH2:11][CH2:12][N:13]([CH3:15])[CH3:14].C(=O)([O-])[O-].[Cs+].[Cs+]. Product: [C:1]([C:3]1[CH:4]=[C:5]([CH:6]=[CH:7][CH:8]=1)[O:9][CH2:11][CH2:12][N:13]([CH3:15])[CH3:14])#[CH:2]. The catalyst class is: 9. (3) Reactant: O[CH2:2][C:3]1[CH:4]=[C:5]([CH:10]=[C:11]([N:13]([S:17]([CH3:20])(=[O:19])=[O:18])[CH2:14][CH2:15][CH3:16])[CH:12]=1)[C:6]([O:8][CH3:9])=[O:7].C(Br)(Br)(Br)[Br:22].C1(P(C2C=CC=CC=2)C2C=CC=CC=2)C=CC=CC=1. Product: [Br:22][CH2:2][C:3]1[CH:4]=[C:5]([CH:10]=[C:11]([N:13]([S:17]([CH3:20])(=[O:19])=[O:18])[CH2:14][CH2:15][CH3:16])[CH:12]=1)[C:6]([O:8][CH3:9])=[O:7]. The catalyst class is: 4. (4) Product: [CH3:17][S:16][C:13]1[S:12][C:11]([C:8]2[CH:9]=[C:10]3[C:5](=[CH:6][CH:7]=2)[N:4]([C:18]([O:20][C:21]([CH3:24])([CH3:23])[CH3:22])=[O:19])[CH:3]=[C:2]3[C:30]2[N:35]=[C:34]([N:36]3[CH2:41][CH2:40][O:39][CH2:38][CH2:37]3)[CH:33]=[CH:32][N:31]=2)=[N:15][N:14]=1. The catalyst class is: 555. Reactant: I[C:2]1[C:10]2[C:5](=[CH:6][CH:7]=[C:8]([C:11]3[S:12][C:13]([S:16][CH3:17])=[N:14][N:15]=3)[CH:9]=2)[N:4]([C:18]([O:20][C:21]([CH3:24])([CH3:23])[CH3:22])=[O:19])[CH:3]=1.C([Sn](CCCC)(CCCC)[C:30]1[N:35]=[C:34]([N:36]2[CH2:41][CH2:40][O:39][CH2:38][CH2:37]2)[CH:33]=[CH:32][N:31]=1)CCC. (5) Reactant: C(=O)([O-])[O-].[Cs+].[Cs+].I[CH2:8][CH2:9][F:10].[OH:11][C:12]1[N:13]=[CH:14][C:15]([C:18]([O:20][CH3:21])=[O:19])=[N:16][CH:17]=1.[Cl-].[NH4+]. Product: [F:10][CH2:9][CH2:8][O:11][C:12]1[N:13]=[CH:14][C:15]([C:18]([O:20][CH3:21])=[O:19])=[N:16][CH:17]=1. The catalyst class is: 39. (6) Reactant: [CH3:1][O:2][C:3]1[N:8]=[C:7]([NH:9][CH2:10][C:11]([O:13][CH3:14])=[O:12])[C:6]([N+:15]([O-])=O)=[CH:5][CH:4]=1.[CH3:18][C:19]([CH3:26])([CH3:25])[C:20](=O)[C:21](O)=[O:22].C1C=CC2N(O)N=NC=2C=1.CCN(C(C)C)C(C)C. Product: [C:19]([C:20]1[C:21](=[O:22])[N:9]([CH2:10][C:11]([O:13][CH3:14])=[O:12])[C:7]2[N:8]=[C:3]([O:2][CH3:1])[CH:4]=[CH:5][C:6]=2[N:15]=1)([CH3:26])([CH3:25])[CH3:18]. The catalyst class is: 607.